From a dataset of Reaction yield outcomes from USPTO patents with 853,638 reactions. Predict the reaction yield, written as a fraction of the theoretical maximum amount of product (1.0 means a 100% yield; for example, 0.34 means a 34% yield). (1) The reactants are [CH2:1]=[C:2]1[C:14](=[O:15])[C:13]2[C:12]3[C:7](=[CH:8][CH:9]=[CH:10][CH:11]=3)[N:6]([CH2:16][CH2:17][CH2:18][CH2:19][CH2:20][C:21]([O:23][CH2:24][CH3:25])=[O:22])[C:5]=2[CH2:4][CH2:3]1.[CH2:26]([N:28]1[CH2:33][CH2:32][NH:31][CH2:30][CH2:29]1)[CH3:27]. The catalyst is C1(C)C=CC=CC=1. The product is [CH2:26]([N:28]1[CH2:33][CH2:32][N:31]([CH2:1][CH:2]2[C:14](=[O:15])[C:13]3[C:12]4[C:7](=[CH:8][CH:9]=[CH:10][CH:11]=4)[N:6]([CH2:16][CH2:17][CH2:18][CH2:19][CH2:20][C:21]([O:23][CH2:24][CH3:25])=[O:22])[C:5]=3[CH2:4][CH2:3]2)[CH2:30][CH2:29]1)[CH3:27]. The yield is 0.470. (2) The reactants are Br[C:2]1[CH:3]=[C:4]2[C:26]([C:27]3([C:40]4[CH:39]=[CH:38][CH:37]=[CH:36][C:35]=4[C:34]4[C:29]3=[CH:30][CH:31]=[CH:32][CH:33]=4)[CH:28]=1)=[C:7]1[CH:8]=[C:9]3[C:22](=[CH:23][C:6]1=[CH:5]2)[C:21]1[C:16](=[CH:17][CH:18]=[CH:19][CH:20]=1)[C:15]1[C:10]3=[CH:11][CH:12]=[C:13]([O:24][CH3:25])[CH:14]=1.[B:50]1([B:50]2[O:54][C:53]([CH3:56])([CH3:55])[C:52]([CH3:58])([CH3:57])[O:51]2)[O:54][C:53]([CH3:56])([CH3:55])[C:52]([CH3:58])([CH3:57])[O:51]1.C([O-])(=O)C.[K+]. The catalyst is [Pd].C1(P(C2C=CC=CC=2)C2C=CC=CC=2)C=CC=CC=1.C1(P(C2C=CC=CC=2)C2C=CC=CC=2)C=CC=CC=1.C1(P(C2C=CC=CC=2)C2C=CC=CC=2)C=CC=CC=1.C1(P(C2C=CC=CC=2)C2C=CC=CC=2)C=CC=CC=1.O1CCOCC1. The product is [CH3:25][O:24][C:13]1[CH:14]=[C:15]2[C:10](=[CH:11][CH:12]=1)[C:9]1[C:22](=[CH:23][C:6]3[C:7](=[C:26]4[C:4]([CH:5]=3)=[CH:3][C:2]([B:50]3[O:51][C:52]([CH3:57])([CH3:58])[C:53]([CH3:55])([CH3:56])[O:54]3)=[CH:28][C:27]34[C:29]4[CH:30]=[CH:31][CH:32]=[CH:33][C:34]=4[C:35]4[C:40]3=[CH:39][CH:38]=[CH:37][CH:36]=4)[CH:8]=1)[C:21]1[C:16]2=[CH:17][CH:18]=[CH:19][CH:20]=1. The yield is 0.650.